Predict which catalyst facilitates the given reaction. From a dataset of Catalyst prediction with 721,799 reactions and 888 catalyst types from USPTO. Reactant: [CH2:1]([N:3]1[C:7]2=[N:8][C:9]([CH2:48][CH3:49])=[C:10]([CH2:19][NH:20][C:21]([C:23]3[CH:28]=[CH:27][CH:26]=[C:25]([C:29]([NH:31][CH2:32][C:33]4[CH:34]=[C:35]([C:40]5[CH:45]=[CH:44][CH:43]=[C:42]([CH:46]=O)[CH:41]=5)[C:36]([F:39])=[CH:37][CH:38]=4)=[O:30])[CH:24]=3)=[O:22])[C:11]([NH:12][CH:13]3[CH2:18][CH2:17][O:16][CH2:15][CH2:14]3)=[C:6]2[CH:5]=[N:4]1)[CH3:2].[CH3:50][C@@H:51]1[CH2:56][NH:55][CH2:54][CH2:53][N:52]1C(OC(C)(C)C)=O.C(O[BH-](OC(=O)C)OC(=O)C)(=O)C.[Na+].CC(O)=O. Product: [CH2:1]([N:3]1[C:7]2=[N:8][C:9]([CH2:48][CH3:49])=[C:10]([CH2:19][NH:20][C:21]([C:23]3[CH:28]=[CH:27][CH:26]=[C:25]([C:29]([NH:31][CH2:32][C:33]4[CH:34]=[C:35]([C:40]5[CH:45]=[CH:44][CH:43]=[C:42]([CH2:46][N:55]6[CH2:54][CH2:53][NH:52][C@H:51]([CH3:50])[CH2:56]6)[CH:41]=5)[C:36]([F:39])=[CH:37][CH:38]=4)=[O:30])[CH:24]=3)=[O:22])[C:11]([NH:12][CH:13]3[CH2:14][CH2:15][O:16][CH2:17][CH2:18]3)=[C:6]2[CH:5]=[N:4]1)[CH3:2]. The catalyst class is: 26.